Dataset: Cav3 T-type calcium channel HTS with 100,875 compounds. Task: Binary Classification. Given a drug SMILES string, predict its activity (active/inactive) in a high-throughput screening assay against a specified biological target. (1) The molecule is S(=O)(=O)(N1CCN(C(=O)C2CCCCC2)CC1)c1ccc(cc1)C. The result is 0 (inactive). (2) The drug is s1c(C(N2CCN(CC2)c2ccc(F)cc2)c2sccc2)c(O)n2ncnc12. The result is 0 (inactive).